This data is from Forward reaction prediction with 1.9M reactions from USPTO patents (1976-2016). The task is: Predict the product of the given reaction. (1) Given the reactants [S:1]1[CH:5]=[CH:4][N:3]=[C:2]1[NH:6][C:7]([NH2:9])=S.CI.[CH3:12][O:13][C:14]1[CH:21]=[CH:20][CH:19]=[CH:18][C:15]=1[CH2:16][NH2:17], predict the reaction product. The product is: [CH3:12][O:13][C:14]1[CH:21]=[CH:20][CH:19]=[CH:18][C:15]=1[CH2:16][NH:17][C:7]([NH:6][C:2]1[S:1][CH:5]=[CH:4][N:3]=1)=[NH:9]. (2) Given the reactants [NH2:1][C:2]1[C:11]2[C:6](=[CH:7][CH:8]=[CH:9][CH:10]=2)[C:5]([O:12][C:13]2[C:22]3[N:21]=[CH:20][C:19](=[O:23])[NH:18][C:17]=3[N:16]=[CH:15][CH:14]=2)=[CH:4][CH:3]=1.[C:24]([C:28]1[CH:32]=[C:31]([N:33]=[C:34]=[O:35])[N:30]([C:36]2[CH:41]=[CH:40][CH:39]=[CH:38][CH:37]=2)[N:29]=1)([CH3:27])([CH3:26])[CH3:25], predict the reaction product. The product is: [C:24]([C:28]1[CH:32]=[C:31]([NH:33][C:34]([NH:1][C:2]2[C:11]3[C:6](=[CH:7][CH:8]=[CH:9][CH:10]=3)[C:5]([O:12][C:13]3[C:22]4[N:21]=[CH:20][C:19](=[O:23])[NH:18][C:17]=4[N:16]=[CH:15][CH:14]=3)=[CH:4][CH:3]=2)=[O:35])[N:30]([C:36]2[CH:41]=[CH:40][CH:39]=[CH:38][CH:37]=2)[N:29]=1)([CH3:27])([CH3:25])[CH3:26].